Dataset: NCI-60 drug combinations with 297,098 pairs across 59 cell lines. Task: Regression. Given two drug SMILES strings and cell line genomic features, predict the synergy score measuring deviation from expected non-interaction effect. Drug 1: C1=C(C(=O)NC(=O)N1)F. Drug 2: CC1=C2C(C(=O)C3(C(CC4C(C3C(C(C2(C)C)(CC1OC(=O)C(C(C5=CC=CC=C5)NC(=O)C6=CC=CC=C6)O)O)OC(=O)C7=CC=CC=C7)(CO4)OC(=O)C)O)C)OC(=O)C. Cell line: MOLT-4. Synergy scores: CSS=55.0, Synergy_ZIP=1.49, Synergy_Bliss=-3.89, Synergy_Loewe=-1.83, Synergy_HSA=1.95.